This data is from Full USPTO retrosynthesis dataset with 1.9M reactions from patents (1976-2016). The task is: Predict the reactants needed to synthesize the given product. Given the product [CH2:1]([C:8]1[CH:9]=[N:10][C:11]2[C:16]([C:17]=1[C:18]1[CH:19]=[C:20]([NH:24][CH2:35][C:34]3[CH:37]=[C:30]([F:29])[CH:31]=[CH:32][C:33]=3[OH:38])[CH:21]=[CH:22][CH:23]=1)=[CH:15][CH:14]=[CH:13][C:12]=2[C:25]([F:28])([F:26])[F:27])[C:2]1[CH:3]=[CH:4][CH:5]=[CH:6][CH:7]=1, predict the reactants needed to synthesize it. The reactants are: [CH2:1]([C:8]1[CH:9]=[N:10][C:11]2[C:16]([C:17]=1[C:18]1[CH:19]=[C:20]([NH2:24])[CH:21]=[CH:22][CH:23]=1)=[CH:15][CH:14]=[CH:13][C:12]=2[C:25]([F:28])([F:27])[F:26])[C:2]1[CH:7]=[CH:6][CH:5]=[CH:4][CH:3]=1.[F:29][C:30]1[CH:31]=[CH:32][C:33]([OH:38])=[C:34]([CH:37]=1)[CH:35]=O.